This data is from Catalyst prediction with 721,799 reactions and 888 catalyst types from USPTO. The task is: Predict which catalyst facilitates the given reaction. (1) Reactant: [F:1][C:2]1[CH:11]=[C:10]2[C:5]([CH2:6][CH2:7][NH:8][CH2:9]2)=[CH:4][CH:3]=1.CCN(C(C)C)C(C)C.[Br:21][C:22]1[CH:23]=[C:24]([S:31](Cl)(=[O:33])=[O:32])[CH:25]=[C:26]([N+:28]([O-:30])=[O:29])[CH:27]=1. Product: [Br:21][C:22]1[CH:23]=[C:24]([S:31]([N:8]2[CH2:7][CH2:6][C:5]3[C:10](=[CH:11][C:2]([F:1])=[CH:3][CH:4]=3)[CH2:9]2)(=[O:32])=[O:33])[CH:25]=[C:26]([N+:28]([O-:30])=[O:29])[CH:27]=1. The catalyst class is: 2. (2) Reactant: [C:1]([C:5]1[CH:6]=[C:7]2[C:12](=[C:13]([F:15])[CH:14]=1)[C:11](=[O:16])[N:10]([C:17]1[CH:18]=[C:19]([N:23]3[CH:27]=[C:26]([C:28]#[N:29])[C:25]([NH:30][C:31]4[CH:36]=[CH:35][C:34]([C:37]([N:39]5[CH2:44][CH2:43][O:42][CH2:41][CH2:40]5)=[O:38])=[CH:33][CH:32]=4)=[N:24]3)[CH:20]=[CH:21][CH:22]=1)[N:9]=[CH:8]2)([CH3:4])([CH3:3])[CH3:2].C1C[O:48]CC1. Product: [C:1]([C:5]1[CH:6]=[C:7]2[C:12](=[C:13]([F:15])[CH:14]=1)[C:11](=[O:16])[N:10]([C:17]1[CH:18]=[C:19]([N:23]3[CH:27]=[C:26]([C:28]([NH2:29])=[O:48])[C:25]([NH:30][C:31]4[CH:36]=[CH:35][C:34]([C:37]([N:39]5[CH2:44][CH2:43][O:42][CH2:41][CH2:40]5)=[O:38])=[CH:33][CH:32]=4)=[N:24]3)[CH:20]=[CH:21][CH:22]=1)[N:9]=[CH:8]2)([CH3:4])([CH3:2])[CH3:3]. The catalyst class is: 6. (3) Reactant: [CH3:1][O:2][C:3](=[O:33])[NH:4][C:5]1[CH:10]=[CH:9][C:8]([C:11]2[N:12]=[C:13]([C@@H:17]([NH:25][C:26]([O:28][C:29]([CH3:32])([CH3:31])[CH3:30])=[O:27])[CH2:18][C:19]3[CH:24]=[CH:23][CH:22]=[CH:21][CH:20]=3)[NH:14][C:15]=2Cl)=[CH:7][CH:6]=1.COC(NC1C=CC(B(O)O)=CC=1)=O.C(=O)([O-])[O-].[K+].[K+]. Product: [CH3:1][O:2][C:3](=[O:33])[NH:4][C:5]1[CH:10]=[CH:9][C:8]([C:11]2[N:12]=[C:13]([C@@H:17]([NH:25][C:26]([O:28][C:29]([CH3:31])([CH3:30])[CH3:32])=[O:27])[CH2:18][C:19]3[CH:24]=[CH:23][CH:22]=[CH:21][CH:20]=3)[NH:14][CH:15]=2)=[CH:7][CH:6]=1. The catalyst class is: 149. (4) Reactant: [Br:1][CH2:2][CH2:3][CH2:4][CH2:5][CH2:6][CH2:7][CH2:8][S:9][C:10]1[CH:15]=[CH:14][C:13]([Cl:16])=[CH:12][CH:11]=1.C(=O)=[O:18].CC(C)=O.ClC1C=CC=C(C(OO)=O)C=1.S([O-])([O-])=O.[Na+].[Na+].C(=O)([O-])O.[Na+]. Product: [Br:1][CH2:2][CH2:3][CH2:4][CH2:5][CH2:6][CH2:7][CH2:8][S:9]([C:10]1[CH:15]=[CH:14][C:13]([Cl:16])=[CH:12][CH:11]=1)=[O:18]. The catalyst class is: 4. (5) Reactant: [Cl:1][C:2]1[CH:7]=[C:6]([O:8][CH3:9])[CH:5]=[CH:4][C:3]=1[C:10]1[CH:15]=[CH:14][N:13]([C:16]2[CH:21]=[CH:20][C:19]3[C:22]4[CH2:23][NH:24][CH2:25][CH2:26][C:27]=4[O:28][C:18]=3[CH:17]=2)[C:12](=[O:29])[CH:11]=1.Cl.CCOCC. Product: [ClH:1].[Cl:1][C:2]1[CH:7]=[C:6]([O:8][CH3:9])[CH:5]=[CH:4][C:3]=1[C:10]1[CH:15]=[CH:14][N:13]([C:16]2[CH:21]=[CH:20][C:19]3[C:22]4[CH2:23][NH:24][CH2:25][CH2:26][C:27]=4[O:28][C:18]=3[CH:17]=2)[C:12](=[O:29])[CH:11]=1. The catalyst class is: 5. (6) The catalyst class is: 113. Product: [C:24]([O:32][CH2:22][CH2:21][CH2:20][CH2:19][CH2:18][CH2:17][CH2:16][CH2:15][CH2:14][CH2:13][CH2:12][CH2:11][CH2:10][CH2:9][CH2:8][CH2:7][CH2:6][CH2:5][CH2:4][CH2:3][CH2:2][CH3:1])(=[O:31])[C:25]([CH2:27][C:28]([O:23][CH2:1][CH2:2][CH2:3][CH2:4][CH2:5][CH2:6][CH2:7][CH2:8][CH2:9][CH2:10][CH2:11][CH2:12][CH2:13][CH2:14][CH2:15][CH2:16][CH2:17][CH2:18][CH2:19][CH2:20][CH2:21][CH3:22])=[O:30])=[CH2:26]. Reactant: [CH2:1]([OH:23])[CH2:2][CH2:3][CH2:4][CH2:5][CH2:6][CH2:7][CH2:8][CH2:9][CH2:10][CH2:11][CH2:12][CH2:13][CH2:14][CH2:15][CH2:16][CH2:17][CH2:18][CH2:19][CH2:20][CH2:21][CH3:22].[C:24]([OH:32])(=[O:31])[C:25]([CH2:27][C:28]([OH:30])=O)=[CH2:26]. (7) Reactant: [Cl-].O[NH3+:3].[C:4](=[O:7])([O-])[OH:5].[Na+].CS(C)=O.[CH2:13]([C:17]1[N:21]([CH2:22][C:23]2[CH:28]=[CH:27][C:26]([C:29]3[C:30]([C:35]#[N:36])=[CH:31][CH:32]=[CH:33][CH:34]=3)=[CH:25][CH:24]=2)[C:20](=[O:37])[N:19]([CH2:38][CH2:39][C:40]2[CH:45]=[CH:44][CH:43]=[CH:42][CH:41]=2)[N:18]=1)[CH2:14][CH2:15][CH3:16]. Product: [CH2:13]([C:17]1[N:21]([CH2:22][C:23]2[CH:28]=[CH:27][C:26]([C:29]3[CH:34]=[CH:33][CH:32]=[CH:31][C:30]=3[C:35]3[NH:3][C:4](=[O:7])[O:5][N:36]=3)=[CH:25][CH:24]=2)[C:20](=[O:37])[N:19]([CH2:38][CH2:39][C:40]2[CH:45]=[CH:44][CH:43]=[CH:42][CH:41]=2)[N:18]=1)[CH2:14][CH2:15][CH3:16]. The catalyst class is: 13. (8) Reactant: C[O:2][C:3]([C:5]1[N:13]=[CH:12][C:11]2[NH:10][C:9]3[N:14]=[CH:15][CH:16]=[C:17]([Cl:18])[C:8]=3[C:7]=2[CH:6]=1)=[O:4].[OH-].[Li+].Cl. Product: [Cl:18][C:17]1[C:8]2[C:7]3[CH:6]=[C:5]([C:3]([OH:4])=[O:2])[N:13]=[CH:12][C:11]=3[NH:10][C:9]=2[N:14]=[CH:15][CH:16]=1. The catalyst class is: 30. (9) The catalyst class is: 5. Reactant: [O:1]=[S:2]1(=[O:32])[CH2:6][CH2:5][CH2:4][N:3]1[C:7]1[CH:31]=[CH:30][C:10]([C:11]([N:13]2[CH2:18][CH2:17][N:16]([C:19]3[CH:28]=[CH:27][C:22]([C:23]([O:25]C)=[O:24])=[CH:21][C:20]=3[CH3:29])[CH2:15][CH2:14]2)=[O:12])=[CH:9][CH:8]=1.[OH-].[Na+].Cl. Product: [O:32]=[S:2]1(=[O:1])[CH2:6][CH2:5][CH2:4][N:3]1[C:7]1[CH:31]=[CH:30][C:10]([C:11]([N:13]2[CH2:18][CH2:17][N:16]([C:19]3[CH:28]=[CH:27][C:22]([C:23]([OH:25])=[O:24])=[CH:21][C:20]=3[CH3:29])[CH2:15][CH2:14]2)=[O:12])=[CH:9][CH:8]=1. (10) Reactant: [C:1]([C@@H:4]1[CH2:8][CH2:7][CH2:6][N:5]1[C:9]([O:11][C:12]([CH3:15])([CH3:14])[CH3:13])=[O:10])(=[O:3])[NH2:2].C(=O)([O-])[O-].[Na+].[Na+].[F:22][C:23]([F:34])([F:33])[C:24](O[C:24](=[O:25])[C:23]([F:34])([F:33])[F:22])=[O:25]. Product: [F:22][C:23]([F:34])([F:33])[C:24]([NH:2][C:1]([C@@H:4]1[CH2:8][CH2:7][CH2:6][N:5]1[C:9]([O:11][C:12]([CH3:15])([CH3:14])[CH3:13])=[O:10])=[O:3])=[O:25]. The catalyst class is: 4.